Dataset: Forward reaction prediction with 1.9M reactions from USPTO patents (1976-2016). Task: Predict the product of the given reaction. Given the reactants [C:1]([O:5][C:6](=[O:20])[NH:7][C:8]1[CH:9]=[CH:10][C:11]2[CH2:17][CH2:16][CH2:15][C:14](=O)[NH:13][C:12]=2[CH:19]=1)([CH3:4])([CH3:3])[CH3:2].COC1C=CC(P2(SP(C3C=CC(OC)=CC=3)(=S)S2)=[S:30])=CC=1, predict the reaction product. The product is: [C:1]([O:5][C:6](=[O:20])[NH:7][C:8]1[CH:9]=[CH:10][C:11]2[CH2:17][CH2:16][CH2:15][C:14](=[S:30])[NH:13][C:12]=2[CH:19]=1)([CH3:4])([CH3:3])[CH3:2].